From a dataset of Forward reaction prediction with 1.9M reactions from USPTO patents (1976-2016). Predict the product of the given reaction. (1) Given the reactants [OH:1][C:2]1[CH:10]=[CH:9][C:8]([C:11]2[N:12]([C:27]([O:29][C:30]([CH3:33])([CH3:32])[CH3:31])=[O:28])[C:13]3[C:18]([CH:19]=2)=[CH:17][C:16]([CH2:20][N:21]2[CH2:26][CH2:25][CH2:24][CH2:23][CH2:22]2)=[CH:15][CH:14]=3)=[C:7]2[C:3]=1[CH2:4][NH:5][C:6]2=[O:34].C(N(CC)CC)C.[CH3:42][O:43][C:44]1[CH:49]=[C:48]([O:50][CH3:51])[CH:47]=[CH:46][C:45]=1[S:52](Cl)(=[O:54])=[O:53], predict the reaction product. The product is: [CH3:42][O:43][C:44]1[CH:49]=[C:48]([O:50][CH3:51])[CH:47]=[CH:46][C:45]=1[S:52]([O:1][C:2]1[CH:10]=[CH:9][C:8]([C:11]2[N:12]([C:27]([O:29][C:30]([CH3:31])([CH3:33])[CH3:32])=[O:28])[C:13]3[C:18]([CH:19]=2)=[CH:17][C:16]([CH2:20][N:21]2[CH2:26][CH2:25][CH2:24][CH2:23][CH2:22]2)=[CH:15][CH:14]=3)=[C:7]2[C:3]=1[CH2:4][NH:5][C:6]2=[O:34])(=[O:53])=[O:54]. (2) Given the reactants [Br:1][C:2]1[C:3](O)=[N:4][C:5]([NH:8][C:9]2[CH:14]=[C:13]([CH3:15])[CH:12]=[C:11]([CH3:16])[CH:10]=2)=[N:6][CH:7]=1.C([O-])(O)=O.[Na+].P(Cl)(Cl)([Cl:25])=O, predict the reaction product. The product is: [Br:1][C:2]1[C:3]([Cl:25])=[N:4][C:5]([NH:8][C:9]2[CH:14]=[C:13]([CH3:15])[CH:12]=[C:11]([CH3:16])[CH:10]=2)=[N:6][CH:7]=1. (3) Given the reactants [Cl-].O[NH3+:3].[C:4](=[O:7])([O-])[OH:5].[Na+].CS(C)=O.[O:13]=[C:14]1[C:19]([CH2:20][C:21]2[CH:26]=[CH:25][C:24]([C:27]3[C:28]([C:33]#[N:34])=[CH:29][CH:30]=[CH:31][CH:32]=3)=[CH:23][CH:22]=2)=[C:18]([CH2:35][CH2:36][CH3:37])[N:17]2[N:38]=[CH:39][N:40]=[C:16]2[N:15]1[CH:41]1[CH2:46][CH2:45][CH2:44][O:43][CH2:42]1, predict the reaction product. The product is: [O:7]=[C:4]1[O:5][N:3]=[C:33]([C:28]2[CH:29]=[CH:30][CH:31]=[CH:32][C:27]=2[C:24]2[CH:23]=[CH:22][C:21]([CH2:20][C:19]3[C:14](=[O:13])[N:15]([CH:41]4[CH2:46][CH2:45][CH2:44][O:43][CH2:42]4)[C:16]4[N:17]([N:38]=[CH:39][N:40]=4)[C:18]=3[CH2:35][CH2:36][CH3:37])=[CH:26][CH:25]=2)[NH:34]1. (4) Given the reactants [CH3:1][O:2][C:3]([C:5]1[C:6]2[N:7]([CH:11]=[CH:12][N:13]=2)[CH:8]=[CH:9][CH:10]=1)=[O:4].[I:14]N1C(=O)CCC1=O, predict the reaction product. The product is: [CH3:1][O:2][C:3]([C:5]1[C:6]2[N:7]([C:11]([I:14])=[CH:12][N:13]=2)[CH:8]=[CH:9][CH:10]=1)=[O:4]. (5) Given the reactants Cl[C:2]([C:4]1[CH:9]=[CH:8][CH:7]=[CH:6][C:5]=1[C:10]1[CH:11]=[C:12]2[C:17](=[CH:18][CH:19]=1)[C@H:16]([NH:20][C:21](=[O:27])[O:22][C:23]([CH3:26])([CH3:25])[CH3:24])[CH2:15][CH2:14][CH2:13]2)=[O:3].C(Cl)Cl.CC[N:33](CC)[CH2:34][CH3:35].C([NH2:41])(=O)C, predict the reaction product. The product is: [CH3:35][C:34]1[N:41]=[C:2]([C:4]2[CH:9]=[CH:8][CH:7]=[CH:6][C:5]=2[C:10]2[CH:11]=[C:12]3[C:17](=[CH:18][CH:19]=2)[C@H:16]([NH:20][C:21](=[O:27])[O:22][C:23]([CH3:26])([CH3:25])[CH3:24])[CH2:15][CH2:14][CH2:13]3)[O:3][N:33]=1.